Dataset: Catalyst prediction with 721,799 reactions and 888 catalyst types from USPTO. Task: Predict which catalyst facilitates the given reaction. (1) Reactant: [Br:1][C:2]1[CH:3]=[CH:4][C:5]2[C:9](=[O:10])[CH2:8][S:7][C:6]=2[CH:11]=1.[BH4-].[Na+]. Product: [Br:1][C:2]1[CH:3]=[CH:4][C:5]2[CH:9]([OH:10])[CH2:8][S:7][C:6]=2[CH:11]=1. The catalyst class is: 8. (2) Reactant: C([O:3][C:4]([C:6]1[CH:11]=[CH:10][C:9]([O:12][CH2:13][C:14]2[C:15]([C:21]3[CH:26]=[CH:25][C:24]([F:27])=[CH:23][CH:22]=3)=[N:16][O:17][C:18]=2[CH2:19][OH:20])=[CH:8][N:7]=1)=[O:5])C.O.[OH-].[Li+].Cl. Product: [F:27][C:24]1[CH:25]=[CH:26][C:21]([C:15]2[C:14]([CH2:13][O:12][C:9]3[CH:10]=[CH:11][C:6]([C:4]([OH:5])=[O:3])=[N:7][CH:8]=3)=[C:18]([CH2:19][OH:20])[O:17][N:16]=2)=[CH:22][CH:23]=1. The catalyst class is: 278. (3) Reactant: [C:1]([C:3]([CH3:10])([CH3:9])[C:4]([O:6][CH2:7][CH3:8])=[O:5])#[N:2]. Product: [NH2:2][CH2:1][C:3]([CH3:10])([CH3:9])[C:4]([O:6][CH2:7][CH3:8])=[O:5]. The catalyst class is: 319. (4) Reactant: C(Cl)(=O)C(Cl)=O.[O:7]([C:14]1[CH:15]=[C:16]([CH:20]=[CH:21][CH:22]=1)[C:17]([OH:19])=O)[C:8]1[CH:13]=[CH:12][CH:11]=[CH:10][CH:9]=1.[CH3:23][N:24]([CH:35]1[CH2:40][CH2:39][N:38]([CH3:41])[CH2:37][CH2:36]1)[C:25]1[O:26][C:27]2[CH:33]=[CH:32][C:31]([NH2:34])=[CH:30][C:28]=2[N:29]=1.N1C=CC=CC=1. Product: [CH3:23][N:24]([CH:35]1[CH2:40][CH2:39][N:38]([CH3:41])[CH2:37][CH2:36]1)[C:25]1[O:26][C:27]2[CH:33]=[CH:32][C:31]([NH:34][C:17](=[O:19])[C:16]3[CH:20]=[CH:21][CH:22]=[C:14]([O:7][C:8]4[CH:9]=[CH:10][CH:11]=[CH:12][CH:13]=4)[CH:15]=3)=[CH:30][C:28]=2[N:29]=1. The catalyst class is: 85. (5) Reactant: Br[CH2:2][C:3]([C:5]1[CH:10]=[CH:9][CH:8]=[C:7]([Br:11])[CH:6]=1)=[O:4].[N:12]1[C:16]2[CH:17]=[CH:18][CH:19]=[CH:20][C:15]=2[NH:14][CH:13]=1. Product: [N:12]1([CH2:2][C:3]([C:5]2[CH:10]=[CH:9][CH:8]=[C:7]([Br:11])[CH:6]=2)=[O:4])[C:16]2[CH:17]=[CH:18][CH:19]=[CH:20][C:15]=2[N:14]=[CH:13]1. The catalyst class is: 12. (6) Reactant: [C:1]([O:5][C:6]([N:8]1[CH2:13][CH2:12][CH:11]([CH2:14]O)[CH2:10][CH2:9]1)=[O:7])([CH3:4])([CH3:3])[CH3:2].O.C(=O)([O-])O.[Na+].C(OCC)(=O)C.COCCN(S(F)(F)[F:38])CCOC. Product: [C:1]([O:5][C:6]([N:8]1[CH2:13][CH2:12][CH:11]([CH2:14][F:38])[CH2:10][CH2:9]1)=[O:7])([CH3:4])([CH3:3])[CH3:2]. The catalyst class is: 489. (7) Reactant: [CH3:1][N:2]1[C:10]2[C:5](=[CH:6][CH:7]=[CH:8][C:9]=2/[CH:11]=[CH:12]/[C:13]([O:15]CC)=[O:14])[C:4]([CH3:19])([CH3:18])[C:3]1=[O:20].[OH-].[Na+].Cl. Product: [CH3:1][N:2]1[C:10]2[C:5](=[CH:6][CH:7]=[CH:8][C:9]=2/[CH:11]=[CH:12]/[C:13]([OH:15])=[O:14])[C:4]([CH3:18])([CH3:19])[C:3]1=[O:20]. The catalyst class is: 5.